This data is from Catalyst prediction with 721,799 reactions and 888 catalyst types from USPTO. The task is: Predict which catalyst facilitates the given reaction. (1) Reactant: [Cl-].[Cl-].[Cl-].[Al+3].[CH3:5][N:6]1[CH2:11][CH2:10][NH:9][CH2:8][CH2:7]1.C[O:13][C:14](=O)[CH:15]=[CH:16][C:17]1[C:25]2[N:24]([C:26]3[CH:31]=[CH:30][CH:29]=[CH:28][CH:27]=3)[CH:23]=[N:22][C:21]=2[CH:20]=[C:19]([C:32]([F:35])([F:34])[F:33])[CH:18]=1.C(=O)([O-])[O-].[Na+].[Na+]. Product: [CH3:5][N:6]1[CH2:11][CH2:10][N:9]([C:14](=[O:13])[CH:15]=[CH:16][C:17]2[C:25]3[N:24]([C:26]4[CH:31]=[CH:30][CH:29]=[CH:28][CH:27]=4)[CH:23]=[N:22][C:21]=3[CH:20]=[C:19]([C:32]([F:34])([F:33])[F:35])[CH:18]=2)[CH2:8][CH2:7]1. The catalyst class is: 4. (2) The catalyst class is: 8. Reactant: Cl[C:2]1[C:7]([C:8]#[N:9])=[CH:6][N:5]=[C:4]2[S:10][C:11]([I:13])=[CH:12][C:3]=12.[NH2:14][C:15]1[CH:16]=[CH:17][CH:18]=[C:19]2[C:23]=1[NH:22][CH:21]=[CH:20]2. Product: [NH:22]1[C:23]2[C:19](=[CH:18][CH:17]=[CH:16][C:15]=2[NH:14][C:2]2[C:7]([C:8]#[N:9])=[CH:6][N:5]=[C:4]3[S:10][C:11]([I:13])=[CH:12][C:3]=23)[CH:20]=[CH:21]1. (3) The catalyst class is: 22. Reactant: [I:1][C:2]1[CH:7]=[CH:6][C:5]([NH:8][C:9]([NH2:11])=[S:10])=[CH:4][CH:3]=1.BrBr. Product: [NH2:11][C:9]1[S:10][C:4]2[CH:3]=[C:2]([I:1])[CH:7]=[CH:6][C:5]=2[N:8]=1. (4) Reactant: [CH:1]1([CH2:6][OH:7])[CH2:5][CH2:4][CH2:3][CH2:2]1.N1C=CC=CC=1.[C:14]1([CH3:24])[CH:19]=[CH:18][C:17]([S:20](Cl)(=[O:22])=[O:21])=[CH:16][CH:15]=1. Product: [C:14]1([CH3:24])[CH:19]=[CH:18][C:17]([S:20]([O:7][CH2:6][CH:1]2[CH2:5][CH2:4][CH2:3][CH2:2]2)(=[O:22])=[O:21])=[CH:16][CH:15]=1. The catalyst class is: 4. (5) Product: [CH3:36][O:35][C:29]1[CH:28]=[C:27]([C:15]2[CH:16]=[C:17]3[C:18]([C:20]4[CH:25]=[CH:24][C:23]([NH2:26])=[N:22][CH:21]=4)=[CH:1][NH:11][C:12]3=[N:13][CH:14]=2)[CH:32]=[CH:31][C:30]=1[O:33][CH3:34]. The catalyst class is: 1. Reactant: [CH3:1][Si]([N-][Si](C)(C)C)(C)C.[K+].[NH2:11][C:12]1[C:17]([C:18]([C:20]2[CH:21]=[N:22][C:23]([NH2:26])=[CH:24][CH:25]=2)=O)=[CH:16][C:15]([C:27]2[CH:32]=[CH:31][C:30]([O:33][CH3:34])=[C:29]([O:35][CH3:36])[CH:28]=2)=[CH:14][N:13]=1. (6) Reactant: [Br:1][C:2]1[CH:3]=[C:4]2[C:8](=C(C#N)[CH:10]=1)[NH:7][CH:6]=[C:5]2[CH:13]([CH3:15])[CH3:14].[OH-:16].[Na+].[CH3:18][CH2:19][OH:20]. Product: [Br:1][C:2]1[CH:3]=[C:4]2[C:8](=[C:18]([C:19]([OH:16])=[O:20])[CH:10]=1)[NH:7][CH:6]=[C:5]2[CH:13]([CH3:15])[CH3:14]. The catalyst class is: 6. (7) Reactant: [F:1][CH:2]([F:15])[O:3][C:4]1[CH:9]=[CH:8][C:7]([CH:10]=[CH:11][C:12](O)=[O:13])=[CH:6][CH:5]=1.C(Cl)(=O)C(Cl)=O.[NH3:22]. Product: [F:1][CH:2]([F:15])[O:3][C:4]1[CH:9]=[CH:8][C:7]([CH:10]=[CH:11][C:12]([NH2:22])=[O:13])=[CH:6][CH:5]=1. The catalyst class is: 213. (8) Reactant: [Na].[F:2][C:3]([F:14])([F:13])[C:4]1[N:9]=[C:8]([C:10](=[NH:12])[NH2:11])[CH:7]=[CH:6][CH:5]=1.[C:15](OCC)(=[O:22])[CH2:16][C:17](OCC)=[O:18].Cl. Product: [F:14][C:3]([F:13])([F:2])[C:4]1[N:9]=[C:8]([C:10]2[N:11]=[C:17]([OH:18])[CH:16]=[C:15]([OH:22])[N:12]=2)[CH:7]=[CH:6][CH:5]=1. The catalyst class is: 14. (9) Reactant: [NH2:1][C:2]1[CH:11]=[CH:10][C:9]2[C:4](=[CH:5][CH:6]=[CH:7][CH:8]=2)[C:3]=1[C:12]1[C:21]2[C:16](=[CH:17][CH:18]=[CH:19][CH:20]=2)[CH:15]=[CH:14][C:13]=1[P:22]([C:30]1[CH:35]=[CH:34][CH:33]=[CH:32][CH:31]=1)([C:24]1[CH:29]=[CH:28][CH:27]=[CH:26][CH:25]=1)=[O:23].N1C=CC=CC=1.[C:42](Cl)(=[O:49])[C:43]1[CH:48]=[CH:47][CH:46]=[CH:45][CH:44]=1.[Cl-].[NH4+]. Product: [C:42]([NH:1][C:2]1[CH:11]=[CH:10][C:9]2[C:4](=[CH:5][CH:6]=[CH:7][CH:8]=2)[C:3]=1[C:12]1[C:21]2[C:16](=[CH:17][CH:18]=[CH:19][CH:20]=2)[CH:15]=[CH:14][C:13]=1[P:22]([C:24]1[CH:25]=[CH:26][CH:27]=[CH:28][CH:29]=1)([C:30]1[CH:31]=[CH:32][CH:33]=[CH:34][CH:35]=1)=[O:23])(=[O:49])[C:43]1[CH:48]=[CH:47][CH:46]=[CH:45][CH:44]=1. The catalyst class is: 2.